This data is from Catalyst prediction with 721,799 reactions and 888 catalyst types from USPTO. The task is: Predict which catalyst facilitates the given reaction. (1) Reactant: [CH3:1][C:2]1[N:3]=[C:4]([C:8]2[C:13]([O:14][C:15]3[C:24]4[C:19](=[CH:20][C:21]([O:27][CH2:28][CH:29]5[CH2:31][O:30]5)=[C:22]([O:25][CH3:26])[CH:23]=4)[N:18]=[CH:17][CH:16]=3)=[CH:12][C:11]([CH3:32])=[C:10]([CH3:33])[N:9]=2)[S:5][C:6]=1[CH3:7].FC(F)(F)C(O)=[O:37].[OH-].[Na+].O. Product: [CH3:1][C:2]1[N:3]=[C:4]([C:8]2[C:13]([O:14][C:15]3[C:24]4[C:19](=[CH:20][C:21]([O:27][CH2:28][CH:29]([OH:30])[CH2:31][OH:37])=[C:22]([O:25][CH3:26])[CH:23]=4)[N:18]=[CH:17][CH:16]=3)=[CH:12][C:11]([CH3:32])=[C:10]([CH3:33])[N:9]=2)[S:5][C:6]=1[CH3:7]. The catalyst class is: 2. (2) Reactant: [CH3:1][C:2]1[C:7]([N+:8]([O-:10])=[O:9])=[CH:6][CH:5]=[CH:4][C:3]=1[CH2:11][OH:12].CCN(CC)CC.[CH3:20][S:21](Cl)(=[O:23])=[O:22]. Product: [CH3:20][S:21]([O:12][CH2:11][C:3]1[CH:4]=[CH:5][CH:6]=[C:7]([N+:8]([O-:10])=[O:9])[C:2]=1[CH3:1])(=[O:23])=[O:22]. The catalyst class is: 4.